This data is from Reaction yield outcomes from USPTO patents with 853,638 reactions. The task is: Predict the reaction yield, written as a fraction of the theoretical maximum amount of product (1.0 means a 100% yield; for example, 0.34 means a 34% yield). (1) The reactants are [CH3:1][C:2]([CH3:9])=[CH:3][C:4]([N:6]=[C:7]=[S:8])=[O:5].[CH3:10][NH:11][CH3:12].C1COCC1. No catalyst specified. The product is [CH3:10][N:11]([CH3:12])[C:7]([NH:6][C:4](=[O:5])[CH:3]=[C:2]([CH3:9])[CH3:1])=[S:8]. The yield is 0.849. (2) The reactants are [O:1]1[CH2:6][C:5](=[O:7])[NH:4][C:3]2[N:8]=[CH:9][CH:10]=[CH:11][C:2]1=2.[Br:12]Br. The catalyst is CC(O)=O. The product is [Br:12][N:8]1[CH:3]2[C:2]([O:1][CH2:6][C:5](=[O:7])[NH:4]2)=[CH:11][CH:10]=[CH:9]1. The yield is 0.720. (3) The yield is 0.820. The reactants are CC(C[AlH]CC(C)C)C.C1(C)C=CC=CC=1.CON(C)[C:20]([C@@H:22]1[CH2:30][C:29]2[C:24](=[CH:25][CH:26]=[CH:27][CH:28]=2)[N:23]1[C:31]([O:33][CH2:34][C:35]1[CH:40]=[CH:39][CH:38]=[CH:37][CH:36]=1)=[O:32])=[O:21].Cl. The catalyst is C1COCC1.CO. The product is [CH:20]([C@@H:22]1[CH2:30][C:29]2[C:24](=[CH:25][CH:26]=[CH:27][CH:28]=2)[N:23]1[C:31]([O:33][CH2:34][C:35]1[CH:40]=[CH:39][CH:38]=[CH:37][CH:36]=1)=[O:32])=[O:21]. (4) The reactants are [Cl:1][C:2]1[CH:7]=[C:6]([OH:8])[CH:5]=[C:4]([Cl:9])[C:3]=1[CH2:10][N:11]1[C:16](=[O:17])[C:15]([C:18]([NH:20][C:21]2[C:22]([C:31]3[CH:32]=[N:33][C:34]([C:37]([F:40])([F:39])[F:38])=[CH:35][CH:36]=3)=[N:23][C:24]([C:27]([F:30])([F:29])[F:28])=[N:25][CH:26]=2)=[O:19])=[C:14]([OH:41])[C@@:13]2([CH3:45])[CH2:42][CH2:43][CH2:44][N:12]12.Cl.Cl[CH2:48][CH2:49][N:50]1[CH2:55][CH2:54][O:53][CH2:52][CH2:51]1.C(=O)([O-])[O-].[Cs+].[Cs+].Cl. The catalyst is [I-].C([N+](CCCC)(CCCC)CCCC)CCC.CN(C)C=O.CS(C)=O. The product is [ClH:1].[Cl:1][C:2]1[CH:7]=[C:6]([O:8][CH2:48][CH2:49][N:50]2[CH2:55][CH2:54][O:53][CH2:52][CH2:51]2)[CH:5]=[C:4]([Cl:9])[C:3]=1[CH2:10][N:11]1[C:16](=[O:17])[C:15]([C:18]([NH:20][C:21]2[C:22]([C:31]3[CH:32]=[N:33][C:34]([C:37]([F:38])([F:39])[F:40])=[CH:35][CH:36]=3)=[N:23][C:24]([C:27]([F:28])([F:29])[F:30])=[N:25][CH:26]=2)=[O:19])=[C:14]([OH:41])[C@@:13]2([CH3:45])[CH2:42][CH2:43][CH2:44][N:12]12. The yield is 0.880. (5) The reactants are [CH3:1][C:2]1[C:9]([N+:10]([O-:12])=[O:11])=[CH:8][CH:7]=[CH:6][C:3]=1[CH2:4]Cl.[CH2:13]([NH2:15])[CH3:14].CO.C([O-])([O-])=O.[K+].[K+]. The catalyst is C1COCC1.CCOC(C)=O. The product is [CH3:1][C:2]1[C:9]([N+:10]([O-:12])=[O:11])=[CH:8][CH:7]=[CH:6][C:3]=1[CH2:4][NH:15][CH2:13][CH3:14]. The yield is 0.860.